Task: Predict the reactants needed to synthesize the given product.. Dataset: Full USPTO retrosynthesis dataset with 1.9M reactions from patents (1976-2016) (1) Given the product [F:26][C:24]1[CH:25]=[CH:20][C:21]([N+:27]([O-:29])=[O:28])=[C:22]([N:14]2[CH:15]=[C:16]([CH3:18])[N:17]=[C:13]2[CH:7]2[CH2:8][CH2:9][CH2:10][CH2:11][CH2:12]2)[CH:23]=1, predict the reactants needed to synthesize it. The reactants are: C([O-])([O-])=O.[K+].[K+].[CH:7]1([C:13]2[NH:14][CH:15]=[C:16]([CH3:18])[N:17]=2)[CH2:12][CH2:11][CH2:10][CH2:9][CH2:8]1.F[C:20]1[CH:25]=[C:24]([F:26])[CH:23]=[CH:22][C:21]=1[N+:27]([O-:29])=[O:28]. (2) Given the product [CH2:8]([O:10][C:11]([C:13]1[C:23]2[CH2:24][CH2:25][C:26]([O:34][CH3:1])([C:27]3[CH:32]=[CH:31][CH:30]=[CH:29][C:28]=3[CH3:33])[O:35][C:22]=2[C:16]2[N:17]=[C:18]([CH3:21])[N:19]([CH3:20])[C:15]=2[CH:14]=1)=[O:12])[CH3:9], predict the reactants needed to synthesize it. The reactants are: [CH3:1]OC(OC)(C)C.[CH2:8]([O:10][C:11]([C:13]1[C:23]([CH2:24][CH2:25][C:26](=[O:34])[C:27]2[CH:32]=[CH:31][CH:30]=[CH:29][C:28]=2[CH3:33])=[C:22]([OH:35])[C:16]2[N:17]=[C:18]([CH3:21])[N:19]([CH3:20])[C:15]=2[CH:14]=1)=[O:12])[CH3:9].CS(O)(=O)=O.C(=O)([O-])O.[Na+]. (3) Given the product [C:1]([C:5]1[N:9]([CH2:10][CH:11]2[CH2:16][CH2:15][O:14][CH2:13][CH2:12]2)[C:8]2[CH:17]=[CH:18][C:19]([S:21]([N:25]3[CH2:30][CH2:29][CH2:28][CH2:27][CH2:26]3)(=[O:23])=[O:22])=[CH:20][C:7]=2[N:6]=1)([CH3:4])([CH3:3])[CH3:2], predict the reactants needed to synthesize it. The reactants are: [C:1]([C:5]1[N:9]([CH2:10][CH:11]2[CH2:16][CH2:15][O:14][CH2:13][CH2:12]2)[C:8]2[CH:17]=[CH:18][C:19]([S:21](Cl)(=[O:23])=[O:22])=[CH:20][C:7]=2[N:6]=1)([CH3:4])([CH3:3])[CH3:2].[NH:25]1[CH2:30][CH2:29][CH2:28][CH2:27][CH2:26]1.